This data is from Experimental lipophilicity measurements (octanol/water distribution) for 4,200 compounds from AstraZeneca. The task is: Regression/Classification. Given a drug SMILES string, predict its absorption, distribution, metabolism, or excretion properties. Task type varies by dataset: regression for continuous measurements (e.g., permeability, clearance, half-life) or binary classification for categorical outcomes (e.g., BBB penetration, CYP inhibition). For this dataset (lipophilicity_astrazeneca), we predict Y. (1) The compound is Cn1cncc1-c1c2c(=O)n(CC3CC3)c(=O)n(CC3CC3)c2nn1Cc1ccnc2ccc(Cl)cc12. The Y is 4.33 logD. (2) The Y is 3.20 logD. The molecule is O=C(Nc1ccc(N2CCOCC2)nc1)c1nnc(Nc2cccc(F)c2)o1. (3) The drug is CNC1=Nc2ccc(Cl)cc2C(c2ccccc2)=[N+]([O-])C1. The Y is 2.41 logD. (4) The drug is CCc1nc2c(N)nc3ccccc3c2n1CC(C)C. The Y is 2.55 logD. (5) The Y is 2.62 logD. The compound is CCc1c(C)nc2sc(C(N)=O)c(N)c2c1C.